Dataset: Full USPTO retrosynthesis dataset with 1.9M reactions from patents (1976-2016). Task: Predict the reactants needed to synthesize the given product. (1) Given the product [CH:24]([C:25]1([CH2:38][O:39][CH2:40][C:41]2[CH:42]=[CH:43][CH:44]=[CH:45][CH:46]=2)[CH2:30][CH2:29][N:28]([C:31]([O:33][C:34]([CH3:36])([CH3:35])[CH3:37])=[O:32])[CH2:27][CH2:26]1)=[CH2:1], predict the reactants needed to synthesize it. The reactants are: [CH3:1]C(OI1(OC(C)=O)(OC(C)=O)OC(=O)C2C1=CC=CC=2)=O.O[CH2:24][C:25]1([CH2:38][O:39][CH2:40][C:41]2[CH:46]=[CH:45][CH:44]=[CH:43][CH:42]=2)[CH2:30][CH2:29][N:28]([C:31]([O:33][C:34]([CH3:37])([CH3:36])[CH3:35])=[O:32])[CH2:27][CH2:26]1.S(=O)(O)[O-].[Na+].C(=O)([O-])O.[Na+]. (2) Given the product [F:3][C:4]1[CH:5]=[C:6]([CH:10]([OH:31])[CH:11]([CH2:17][C:18]2[CH:23]=[CH:22][CH:21]=[C:20]([O:24][C:25]([F:30])([F:29])[CH:26]([F:28])[F:27])[CH:19]=2)[C:12]([O:14][CH2:15][CH3:16])=[O:13])[CH:7]=[CH:8][CH:9]=1, predict the reactants needed to synthesize it. The reactants are: [BH4-].[Na+].[F:3][C:4]1[CH:5]=[C:6]([C:10](=[O:31])[CH:11]([CH2:17][C:18]2[CH:23]=[CH:22][CH:21]=[C:20]([O:24][C:25]([F:30])([F:29])[CH:26]([F:28])[F:27])[CH:19]=2)[C:12]([O:14][CH2:15][CH3:16])=[O:13])[CH:7]=[CH:8][CH:9]=1.Cl.O. (3) The reactants are: [H-].[Na+].[Br:3][C:4]1[CH:9]=[CH:8][C:7]([SH:10])=[CH:6][CH:5]=1.[CH2:11]([N:18]1[C:27]2[C:22](=[CH:23][CH:24]=[CH:25][N:26]=2)[C:21](Cl)=[CH:20][C:19]1=[O:29])[C:12]1[CH:17]=[CH:16][CH:15]=[CH:14][CH:13]=1. Given the product [CH2:11]([N:18]1[C:27]2[C:22](=[CH:23][CH:24]=[CH:25][N:26]=2)[C:21]([S:10][C:7]2[CH:8]=[CH:9][C:4]([Br:3])=[CH:5][CH:6]=2)=[CH:20][C:19]1=[O:29])[C:12]1[CH:13]=[CH:14][CH:15]=[CH:16][CH:17]=1, predict the reactants needed to synthesize it. (4) Given the product [Cl:7][C:8]1[CH:9]=[C:10]([CH:14]2[C:19]([C:20]([OH:22])=[O:21])=[C:18]([CH3:30])[NH:17][C:16](=[O:31])[N:15]2[C:32](=[O:49])[NH:33][CH2:34][CH2:35][CH:36]([C:43]2[CH:44]=[CH:45][CH:46]=[CH:47][CH:48]=2)[C:37]2[CH:38]=[CH:39][CH:40]=[CH:41][CH:42]=2)[CH:11]=[CH:12][CH:13]=1, predict the reactants needed to synthesize it. The reactants are: C(OCC)(=O)C.[Cl:7][C:8]1[CH:9]=[C:10]([CH:14]2[C:19]([C:20]([O:22]CC3C=CC=CC=3)=[O:21])=[C:18]([CH3:30])[NH:17][C:16](=[O:31])[N:15]2[C:32](=[O:49])[NH:33][CH2:34][CH2:35][CH:36]([C:43]2[CH:48]=[CH:47][CH:46]=[CH:45][CH:44]=2)[C:37]2[CH:42]=[CH:41][CH:40]=[CH:39][CH:38]=2)[CH:11]=[CH:12][CH:13]=1. (5) Given the product [Br-:1].[OH:11][C:8]1[CH:9]=[CH:10][C:5]([C:3](=[O:4])[CH2:2][N+:14]2[C:13]([CH3:12])=[C:17]([CH3:18])[S:16][CH:15]=2)=[CH:6][CH:7]=1, predict the reactants needed to synthesize it. The reactants are: [Br:1][CH2:2][C:3]([C:5]1[CH:10]=[CH:9][C:8]([OH:11])=[CH:7][CH:6]=1)=[O:4].[CH3:12][C:13]1[N:14]=[CH:15][S:16][C:17]=1[CH3:18].COC(C)(C)C. (6) The reactants are: [F:1][C:2]1[CH:12]=[CH:11][C:5]2[NH:6][C:7](=[O:10])[CH2:8][O:9][C:4]=2[CH:3]=1.[N+:13]([O-])([OH:15])=[O:14]. Given the product [F:1][C:2]1[C:12]([N+:13]([O-:15])=[O:14])=[CH:11][C:5]2[NH:6][C:7](=[O:10])[CH2:8][O:9][C:4]=2[CH:3]=1, predict the reactants needed to synthesize it. (7) Given the product [F:27][C:14]([F:13])([F:26])[C:15]1[NH:25][C:18]2=[N:19][CH:20]=[C:21]([CH2:23][NH:24][C:4]3[N:9]=[CH:8][N:7]=[C:6]([CH2:10][C:11]#[N:12])[CH:5]=3)[CH:22]=[C:17]2[CH:16]=1, predict the reactants needed to synthesize it. The reactants are: CS([C:4]1[N:9]=[CH:8][N:7]=[C:6]([CH2:10][C:11]#[N:12])[CH:5]=1)=O.[F:13][C:14]([F:27])([F:26])[C:15]1[NH:25][C:18]2=[N:19][CH:20]=[C:21]([CH2:23][NH2:24])[CH:22]=[C:17]2[CH:16]=1.